Dataset: NCI-60 drug combinations with 297,098 pairs across 59 cell lines. Task: Regression. Given two drug SMILES strings and cell line genomic features, predict the synergy score measuring deviation from expected non-interaction effect. (1) Drug 1: CC1OCC2C(O1)C(C(C(O2)OC3C4COC(=O)C4C(C5=CC6=C(C=C35)OCO6)C7=CC(=C(C(=C7)OC)O)OC)O)O. Drug 2: C1=NC2=C(N=C(N=C2N1C3C(C(C(O3)CO)O)O)F)N. Cell line: UACC62. Synergy scores: CSS=30.7, Synergy_ZIP=-9.75, Synergy_Bliss=-1.78, Synergy_Loewe=-8.20, Synergy_HSA=-0.630. (2) Drug 1: CS(=O)(=O)C1=CC(=C(C=C1)C(=O)NC2=CC(=C(C=C2)Cl)C3=CC=CC=N3)Cl. Drug 2: CCC1(CC2CC(C3=C(CCN(C2)C1)C4=CC=CC=C4N3)(C5=C(C=C6C(=C5)C78CCN9C7C(C=CC9)(C(C(C8N6C)(C(=O)OC)O)OC(=O)C)CC)OC)C(=O)OC)O.OS(=O)(=O)O. Cell line: HCT116. Synergy scores: CSS=65.4, Synergy_ZIP=10.1, Synergy_Bliss=11.1, Synergy_Loewe=-28.7, Synergy_HSA=10.8.